Dataset: Full USPTO retrosynthesis dataset with 1.9M reactions from patents (1976-2016). Task: Predict the reactants needed to synthesize the given product. (1) Given the product [CH2:15]([O:14][C:11]1[CH:10]=[CH:9][C:8]([NH:7][CH2:6][C:29]([N:31]2[CH2:32][CH2:33][N:34]([C:37]3[N:44]=[CH:43][CH:42]=[CH:41][C:38]=3[C:39]#[N:40])[CH2:35][CH2:36]2)=[O:30])=[CH:13][CH:12]=1)[CH2:16][CH2:17][CH3:18], predict the reactants needed to synthesize it. The reactants are: C(O[C:6](=O)[NH:7][C:8]1[CH:13]=[CH:12][C:11]([O:14][CH2:15][CH2:16][CH2:17][CH3:18])=[CH:10][CH:9]=1)(C)(C)C.FC(F)(F)C(O)=O.ClC[C:29]([N:31]1[CH2:36][CH2:35][N:34]([C:37]2[N:44]=[CH:43][CH:42]=[CH:41][C:38]=2[C:39]#[N:40])[CH2:33][CH2:32]1)=[O:30].C(=O)([O-])[O-].[Cs+].[Cs+]. (2) Given the product [CH3:24][S:25]([C:28]1[CH:29]=[C:30]([NH:34][C:21]([C:19]2[CH:20]=[C:10]3[N:9]=[C:8]([C:5]4[CH:4]=[CH:3][C:2]([Cl:1])=[CH:7][CH:6]=4)[CH:13]=[C:12]([C:14]([F:16])([F:15])[F:17])[N:11]3[N:18]=2)=[O:22])[CH:31]=[CH:32][CH:33]=1)(=[O:26])=[O:27], predict the reactants needed to synthesize it. The reactants are: [Cl:1][C:2]1[CH:7]=[CH:6][C:5]([C:8]2[CH:13]=[C:12]([C:14]([F:17])([F:16])[F:15])[N:11]3[N:18]=[C:19]([C:21](Cl)=[O:22])[CH:20]=[C:10]3[N:9]=2)=[CH:4][CH:3]=1.[CH3:24][S:25]([C:28]1[CH:29]=[C:30]([NH2:34])[CH:31]=[CH:32][CH:33]=1)(=[O:27])=[O:26].N1C=CC=CC=1. (3) Given the product [CH2:1]([C:3]1[CH:4]=[CH:5][C:6]([CH2:7][N:8]2[CH2:13][CH:12]3[CH:10]([CH:11]3[CH2:14][N:15]([C:16]3[CH:21]=[CH:20][C:19]([N:22]4[CH2:27][CH2:26][O:25][CH2:24][CH2:23]4)=[C:18]([F:28])[CH:17]=3)[C:49]([C:41]3[S:40][C:44]4[CH:45]=[CH:46][CH:47]=[CH:48][C:43]=4[CH:42]=3)=[O:50])[CH2:9]2)=[CH:29][CH:30]=1)[CH3:2], predict the reactants needed to synthesize it. The reactants are: [CH2:1]([C:3]1[CH:30]=[CH:29][C:6]([CH2:7][N:8]2[CH2:13][CH:12]3[CH:10]([CH:11]3[CH2:14][NH:15][C:16]3[CH:21]=[CH:20][C:19]([N:22]4[CH2:27][CH2:26][O:25][CH2:24][CH2:23]4)=[C:18]([F:28])[CH:17]=3)[CH2:9]2)=[CH:5][CH:4]=1)[CH3:2].CCN(C(C)C)C(C)C.[S:40]1[C:44]2[CH:45]=[CH:46][CH:47]=[CH:48][C:43]=2[CH:42]=[C:41]1[C:49](Cl)=[O:50].C([O-])(O)=O.[Na+]. (4) Given the product [Cl:25][C:10]1[CH:9]=[C:8]2[C:13](=[CH:12][CH:11]=1)[N:5]([CH2:1][CH2:2][CH3:3])[C:6](=[O:24])[C:7]2([OH:23])[CH2:14][C:15](=[O:22])[C:16]1[CH:21]=[CH:20][CH:19]=[CH:18][N:17]=1, predict the reactants needed to synthesize it. The reactants are: [CH2:1]([N:5]1[C:13]2[C:8](=[CH:9][CH:10]=[CH:11][CH:12]=2)[C:7]([OH:23])([CH2:14][C:15](=[O:22])[C:16]2[CH:21]=[CH:20][CH:19]=[CH:18][N:17]=2)[C:6]1=[O:24])[CH2:2][CH2:3]C.[Cl:25]C1C=C2C(=CC=1)N(CCC)C(=O)C2=O.C(C1C=CC=CN=1)(=O)C.